This data is from Peptide-MHC class I binding affinity with 185,985 pairs from IEDB/IMGT. The task is: Regression. Given a peptide amino acid sequence and an MHC pseudo amino acid sequence, predict their binding affinity value. This is MHC class I binding data. The peptide sequence is HFIYHKREK. The MHC is HLA-B51:01 with pseudo-sequence HLA-B51:01. The binding affinity (normalized) is 0.0847.